Dataset: Catalyst prediction with 721,799 reactions and 888 catalyst types from USPTO. Task: Predict which catalyst facilitates the given reaction. Reactant: C(OC([NH:11][C@H:12]1[CH2:17][CH2:16][CH2:15][N:14]([P:18]([NH:23][CH2:24][CH3:25])([NH:20][CH2:21][CH3:22])=[O:19])[C:13]1=[O:26])=O)C1C=CC=CC=1. Product: [NH2:11][C@H:12]1[CH2:17][CH2:16][CH2:15][N:14]([P:18]([NH:23][CH2:24][CH3:25])([NH:20][CH2:21][CH3:22])=[O:19])[C:13]1=[O:26]. The catalyst class is: 19.